Dataset: HIV replication inhibition screening data with 41,000+ compounds from the AIDS Antiviral Screen. Task: Binary Classification. Given a drug SMILES string, predict its activity (active/inactive) in a high-throughput screening assay against a specified biological target. (1) The result is 0 (inactive). The drug is Nc1ccccc1S[Sn](c1ccccc1)(c1ccccc1)c1ccccc1. (2) The compound is CCOC(=O)c1cc(C=CC(C)=CC(=O)OC)n(C)c1C. The result is 0 (inactive).